From a dataset of Retrosynthesis with 50K atom-mapped reactions and 10 reaction types from USPTO. Predict the reactants needed to synthesize the given product. (1) Given the product Fc1ccc(C#Cc2ccc(OCc3ccc4ccccc4n3)cc2)cc1, predict the reactants needed to synthesize it. The reactants are: C#Cc1ccc(F)cc1.Ic1ccc(OCc2ccc3ccccc3n2)cc1. (2) Given the product CC(C)(C)OC(=O)N1CCC[C@@H](C(=O)c2cc(F)cc(Cl)c2)C1, predict the reactants needed to synthesize it. The reactants are: CON(C)C(=O)[C@@H]1CCCN(C(=O)OC(C)(C)C)C1.Fc1cc(Cl)cc(Br)c1. (3) Given the product O=C(CCNC(=O)OCc1ccccc1)NC[C@H]1CCCN(CC2CCCCC2)C1, predict the reactants needed to synthesize it. The reactants are: O=C(CCNC(=O)OCc1ccccc1)NC[C@H]1CCCNC1.O=CC1CCCCC1. (4) Given the product COc1ccccc1N1CCN(Cc2oc(CC3CCCCC3)nc2Cc2ccccc2)CC1, predict the reactants needed to synthesize it. The reactants are: COc1ccccc1N1CCNCC1.ClCc1oc(CC2CCCCC2)nc1Cc1ccccc1.